This data is from Full USPTO retrosynthesis dataset with 1.9M reactions from patents (1976-2016). The task is: Predict the reactants needed to synthesize the given product. Given the product [Cl:1][C:2]1[CH:10]=[CH:9][C:8]([C:11]2[N:12]([C:22]([O:24][C:25]([CH3:27])([CH3:26])[CH3:28])=[O:23])[C:13]3[C:18]([CH:19]=2)=[CH:17][C:16]([CH2:20][NH:30][CH2:31][CH2:32][N:33]2[CH2:38][CH2:37][O:36][CH2:35][CH2:34]2)=[CH:15][CH:14]=3)=[C:7]2[C:3]=1[CH2:4][NH:5][C:6]2=[O:29], predict the reactants needed to synthesize it. The reactants are: [Cl:1][C:2]1[CH:10]=[CH:9][C:8]([C:11]2[N:12]([C:22]([O:24][C:25]([CH3:28])([CH3:27])[CH3:26])=[O:23])[C:13]3[C:18]([CH:19]=2)=[CH:17][C:16]([CH:20]=O)=[CH:15][CH:14]=3)=[C:7]2[C:3]=1[CH2:4][NH:5][C:6]2=[O:29].[NH2:30][CH2:31][CH2:32][N:33]1[CH2:38][CH2:37][O:36][CH2:35][CH2:34]1.C(O)(=O)C.C(O[BH-](OC(=O)C)OC(=O)C)(=O)C.[Na+].C(=O)([O-])[O-].[Na+].[Na+].